This data is from Reaction yield outcomes from USPTO patents with 853,638 reactions. The task is: Predict the reaction yield, written as a fraction of the theoretical maximum amount of product (1.0 means a 100% yield; for example, 0.34 means a 34% yield). (1) The reactants are [Cl:1][C:2]1[CH:3]=[C:4]2[C:8](=[CH:9][CH:10]=1)[NH:7][N:6]=[C:5]2[I:11].Cl.Cl[CH2:14][CH2:15][N:16]1[CH2:20][CH2:19][CH2:18][CH2:17]1. No catalyst specified. The product is [Cl:1][C:2]1[CH:3]=[C:4]2[C:8](=[CH:9][CH:10]=1)[N:7]([CH2:14][CH2:15][N:16]1[CH2:20][CH2:19][CH2:18][CH2:17]1)[N:6]=[C:5]2[I:11]. The yield is 0.600. (2) The reactants are [N:1]([CH2:4][CH2:5][CH2:6][CH2:7][N:8]1[CH:12]=[C:11]([C:13]([NH:15][CH2:16][C:17]2[CH:22]=[CH:21][CH:20]=[C:19]([O:23][C:24]([F:27])([F:26])[F:25])[CH:18]=2)=[O:14])[N:10]=[N:9]1)=[N+:2]=[N-:3].[C:28]([N:30]1[C:38](=[O:39])[C:37]2[C:32](=[CH:33][CH:34]=[CH:35][CH:36]=2)[C:31]1=[O:40])#[CH:29].C(O)[C@H](O)[C@H]1OC(=O)C(O)=C1O. The catalyst is [O-]S([O-])(=O)=O.[Cu+2].CC(O)(C)C.O. The product is [O:40]=[C:31]1[C:32]2[C:37](=[CH:36][CH:35]=[CH:34][CH:33]=2)[C:38](=[O:39])[N:30]1[C:28]1[N:3]=[N:2][N:1]([CH2:4][CH2:5][CH2:6][CH2:7][N:8]2[CH:12]=[C:11]([C:13]([NH:15][CH2:16][C:17]3[CH:22]=[CH:21][CH:20]=[C:19]([O:23][C:24]([F:27])([F:26])[F:25])[CH:18]=3)=[O:14])[N:10]=[N:9]2)[CH:29]=1. The yield is 0.710.